This data is from CYP1A2 inhibition data for predicting drug metabolism from PubChem BioAssay. The task is: Regression/Classification. Given a drug SMILES string, predict its absorption, distribution, metabolism, or excretion properties. Task type varies by dataset: regression for continuous measurements (e.g., permeability, clearance, half-life) or binary classification for categorical outcomes (e.g., BBB penetration, CYP inhibition). Dataset: cyp1a2_veith. (1) The compound is N[C@@H](Cc1cc(CP(=O)(O)O)cc(-c2ccccc2Cl)c1)C(=O)O. The result is 0 (non-inhibitor). (2) The drug is Br.CCCCCCN1Cc2ccccc2C1. The result is 1 (inhibitor). (3) The molecule is CO[C@@H]1COC(=O)C/C=C\[C@H](C)[C@@H](OC)COC(=O)CCC[C@@H]1C. The result is 0 (non-inhibitor). (4) The molecule is Clc1ccc(Cl)c(Nc2ccnc(SCc3ccccc3)n2)c1. The result is 1 (inhibitor).